Dataset: Forward reaction prediction with 1.9M reactions from USPTO patents (1976-2016). Task: Predict the product of the given reaction. (1) Given the reactants [CH2:1]1[CH2:5][N:4]([C:6]([O:8][CH2:9][C:10]2[CH:15]=[CH:14][CH:13]=[CH:12][CH:11]=2)=[O:7])[C@@H:3]([C:16]([OH:18])=O)[CH2:2]1.[CH2:19]([CH:26]1[CH2:31][CH2:30][NH:29][CH2:28][CH2:27]1)[C:20]1[CH:25]=[CH:24][CH:23]=[CH:22][CH:21]=1.OC1C2N=NNC=2C=CC=1.CCN=C=NCCCN(C)C, predict the reaction product. The product is: [CH2:9]([O:8][C:6]([N:4]1[CH2:5][CH2:1][CH2:2][C@@H:3]1[C:16]([N:29]1[CH2:30][CH2:31][CH:26]([CH2:19][C:20]2[CH:25]=[CH:24][CH:23]=[CH:22][CH:21]=2)[CH2:27][CH2:28]1)=[O:18])=[O:7])[C:10]1[CH:11]=[CH:12][CH:13]=[CH:14][CH:15]=1. (2) Given the reactants [OH:1][NH:2][C:3](=[O:23])[CH:4]([S:10]([C:12]1[CH:17]=[CH:16][C:15]([O:18][CH2:19][C:20]#[C:21][CH3:22])=[CH:14][CH:13]=1)=[O:11])[CH2:5][CH2:6][CH2:7][CH2:8][NH2:9].[C:24](O)(=[O:35])[C:25]1[CH:34]=[CH:33][C:32]2[C:27](=[CH:28][CH:29]=[CH:30][CH:31]=2)[N:26]=1, predict the reaction product. The product is: [CH2:19]([O:18][C:15]1[CH:14]=[CH:13][C:12]([S:10]([CH:4]([C:3](=[O:23])[NH:2][OH:1])[CH2:5][CH2:6][CH2:7][CH2:8][NH:9][C:24]([C:25]2[CH:34]=[CH:33][C:32]3[C:27](=[CH:28][CH:29]=[CH:30][CH:31]=3)[N:26]=2)=[O:35])=[O:11])=[CH:17][CH:16]=1)[C:20]#[C:21][CH3:22]. (3) Given the reactants [O:1]1[CH2:6][CH2:5][N:4]([S:7]([C:10]2[CH:11]=[C:12]([CH:17]=[CH:18][CH:19]=2)[C:13]([NH:15][NH2:16])=[O:14])(=[O:9])=[O:8])[CH2:3][CH2:2]1.[Cl:20][C:21]1[CH:22]=[CH:23][C:24]([OH:31])=[C:25]([C:27](=O)[CH2:28][CH3:29])[CH:26]=1, predict the reaction product. The product is: [Cl:20][C:21]1[CH:22]=[CH:23][C:24]([OH:31])=[C:25](/[C:27](=[N:16]/[NH:15][C:13](=[O:14])[C:12]2[CH:17]=[CH:18][CH:19]=[C:10]([S:7]([N:4]3[CH2:5][CH2:6][O:1][CH2:2][CH2:3]3)(=[O:9])=[O:8])[CH:11]=2)/[CH2:28][CH3:29])[CH:26]=1. (4) Given the reactants [CH2:1]([O:5][C:6]1[CH:11]=[CH:10][CH:9]=[CH:8][C:7]=1[C:12]1[NH:17][C:16](=[O:18])[N:15]=[C:14]([C:19]2[CH:24]=[CH:23][C:22]([OH:25])=[C:21]([CH3:26])[CH:20]=2)[CH:13]=1)[CH2:2][CH2:3]C.C(OC1C=CC=CC=1C(OC)=O)C=C, predict the reaction product. The product is: [OH:25][C:22]1[CH:23]=[CH:24][C:19]([C:14]2[CH:13]=[C:12]([C:7]3[CH:8]=[CH:9][CH:10]=[CH:11][C:6]=3[O:5][CH2:1][CH:2]=[CH2:3])[NH:17][C:16](=[O:18])[N:15]=2)=[CH:20][C:21]=1[CH3:26]. (5) The product is: [Cl:1][C:2]1[CH:24]=[CH:23][C:22]([Cl:25])=[CH:21][C:3]=1[O:4][C:5]1[CH:10]=[CH:9][C:8]([NH:11][C:12]2[S:16][N:15]=[C:14]([OH:17])[C:13]=2[C:18]([NH:30][CH:27]([CH3:26])[CH2:28][OH:29])=[NH:19])=[CH:7][C:6]=1[F:20]. Given the reactants [Cl:1][C:2]1[CH:24]=[CH:23][C:22]([Cl:25])=[CH:21][C:3]=1[O:4][C:5]1[CH:10]=[CH:9][C:8]([NH:11][C:12]2[S:16][N:15]=[C:14]([OH:17])[C:13]=2[C:18]#[N:19])=[CH:7][C:6]=1[F:20].[CH3:26][CH:27]([NH2:30])[CH2:28][OH:29], predict the reaction product. (6) Given the reactants I[C:2]1[CH:7]=[CH:6][C:5]([C:8]2[N:9]([C:19]3[CH:20]=[N:21][CH:22]=[CH:23][CH:24]=3)[CH:10]=[C:11]([C:13]3[CH:18]=[CH:17][CH:16]=[CH:15][N:14]=3)[N:12]=2)=[CH:4][CH:3]=1.[N:25]1[C:29]2[CH:30]=[CH:31][CH:32]=[CH:33][C:28]=2[NH:27][CH:26]=1.C([O-])([O-])=O.[Cs+].[Cs+].[C@@H]1(N)CCCC[C@H]1N, predict the reaction product. The product is: [N:14]1[CH:15]=[CH:16][CH:17]=[CH:18][C:13]=1[C:11]1[N:12]=[C:8]([C:5]2[CH:6]=[CH:7][C:2]([N:25]3[C:29]4[CH:30]=[CH:31][CH:32]=[CH:33][C:28]=4[N:27]=[CH:26]3)=[CH:3][CH:4]=2)[N:9]([C:19]2[CH:20]=[N:21][CH:22]=[CH:23][CH:24]=2)[CH:10]=1. (7) Given the reactants NC1C=CC=CC=1.[CH3:8][N:9]([CH3:36])[C:10]([N:12]1[CH2:17][CH:16]=[C:15]([C:18]2[NH:35][C:21]3[N:22]=[CH:23][N:24]=[C:25]([C:26]4[CH:31]=[C:30]([F:32])[CH:29]=[C:28]([NH2:33])[C:27]=4[CH3:34])[C:20]=3[CH:19]=2)[CH2:14][CH2:13]1)=[O:11].CCN(C(C)C)C(C)C.[CH3:46][N:47]([CH3:57])[C:48]1[CH:56]=[CH:55][C:51]([C:52](Cl)=[O:53])=[CH:50][CH:49]=1, predict the reaction product. The product is: [CH3:36][N:9]([CH3:8])[C:10]([N:12]1[CH2:13][CH:14]=[C:15]([C:18]2[NH:35][C:21]3[N:22]=[CH:23][N:24]=[C:25]([C:26]4[CH:31]=[C:30]([F:32])[CH:29]=[C:28]([NH:33][C:52](=[O:53])[C:51]5[CH:50]=[CH:49][C:48]([N:47]([CH3:46])[CH3:57])=[CH:56][CH:55]=5)[C:27]=4[CH3:34])[C:20]=3[CH:19]=2)[CH2:16][CH2:17]1)=[O:11]. (8) Given the reactants [F:1][C:2]1[CH:3]=[C:4]2[C:9](=[CH:10][C:11]=1[F:12])[N:8]=[C:7]([N:13]1[CH2:20][CH:19]3[CH:15]([CH2:16][NH:17][CH2:18]3)[CH2:14]1)[CH:6]=[N:5]2.[F:21][C:22]1[CH:30]=[CH:29][CH:28]=[C:27]([N:31]2[N:35]=[CH:34][CH:33]=[N:32]2)[C:23]=1[C:24](O)=[O:25], predict the reaction product. The product is: [F:1][C:2]1[CH:3]=[C:4]2[C:9](=[CH:10][C:11]=1[F:12])[N:8]=[C:7]([N:13]1[CH2:14][CH:15]3[CH2:16][N:17]([C:24]([C:23]4[C:27]([N:31]5[N:35]=[CH:34][CH:33]=[N:32]5)=[CH:28][CH:29]=[CH:30][C:22]=4[F:21])=[O:25])[CH2:18][CH:19]3[CH2:20]1)[CH:6]=[N:5]2. (9) The product is: [Cl:33][C:28]1[CH:27]=[C:26]([C@H:14]2[C@H:13]([NH:12][C:39]([C:38]3[CH:42]=[CH:43][C:35]([Cl:34])=[CH:36][CH:37]=3)=[O:40])[CH2:18][CH2:17][N:16]([C:19]([O:21][C:22]([CH3:25])([CH3:23])[CH3:24])=[O:20])[CH2:15]2)[CH:31]=[CH:30][C:29]=1[F:32]. Given the reactants C1(C)C=CC(S(O)(=O)=O)=CC=1.[NH2:12][C@@H:13]1[CH2:18][CH2:17][N:16]([C:19]([O:21][C:22]([CH3:25])([CH3:24])[CH3:23])=[O:20])[CH2:15][C@H:14]1[C:26]1[CH:31]=[CH:30][C:29]([F:32])=[C:28]([Cl:33])[CH:27]=1.[Cl:34][C:35]1[CH:43]=[CH:42][C:38]([C:39](O)=[O:40])=[CH:37][CH:36]=1, predict the reaction product. (10) Given the reactants [OH-].[Na+].[NH2:3][CH2:4][C:5]1[CH:6]=[CH:7][C:8]([Cl:14])=[C:9]([CH:13]=1)[C:10]([OH:12])=[O:11].[CH3:15][C:16]([O:19][C:20](O[C:20]([O:19][C:16]([CH3:18])([CH3:17])[CH3:15])=[O:21])=[O:21])([CH3:18])[CH3:17], predict the reaction product. The product is: [C:16]([O:19][C:20]([NH:3][CH2:4][C:5]1[CH:6]=[CH:7][C:8]([Cl:14])=[C:9]([CH:13]=1)[C:10]([OH:12])=[O:11])=[O:21])([CH3:18])([CH3:17])[CH3:15].